Dataset: Forward reaction prediction with 1.9M reactions from USPTO patents (1976-2016). Task: Predict the product of the given reaction. (1) Given the reactants CC(C)CO[C:5]([C:7]1[C:12](=[O:13])[N:11]([CH2:14][C:15]2[C:20]([Cl:21])=[CH:19][C:18]([OH:22])=[CH:17][C:16]=2[Cl:23])[N:10]2[CH2:24][CH2:25][CH2:26][C@:9]2([CH3:27])[C:8]=1[OH:28])=[O:6].[F:30][C:31]([F:50])([F:49])[C:32]1[N:37]=[C:36]([C:38]2[CH:39]=[N:40][C:41]([C:44]([F:47])([F:46])[F:45])=[CH:42][CH:43]=2)[C:35]([NH2:48])=[CH:34][N:33]=1, predict the reaction product. The product is: [Cl:21][C:20]1[CH:19]=[C:18]([OH:22])[CH:17]=[C:16]([Cl:23])[C:15]=1[CH2:14][N:11]1[C:12](=[O:13])[C:7]([C:5]([NH:48][C:35]2[C:36]([C:38]3[CH:39]=[N:40][C:41]([C:44]([F:47])([F:46])[F:45])=[CH:42][CH:43]=3)=[N:37][C:32]([C:31]([F:30])([F:49])[F:50])=[N:33][CH:34]=2)=[O:6])=[C:8]([OH:28])[C@@:9]2([CH3:27])[CH2:26][CH2:25][CH2:24][N:10]12. (2) Given the reactants [CH3:1][O:2][C:3]1[C:4]([Cl:13])=[CH:5][CH:6]=[C:7]([Cl:12])[C:8]=1[C:9]([OH:11])=[O:10].C[C:15]([N:17](C)[CH3:18])=O, predict the reaction product. The product is: [CH3:15][NH2+:17][CH3:18].[Cl:13][C:4]1[C:3]([O:2][CH3:1])=[C:8]([C:7]([Cl:12])=[CH:6][CH:5]=1)[C:9]([OH:11])=[O:10].